Dataset: Reaction yield outcomes from USPTO patents with 853,638 reactions. Task: Predict the reaction yield, written as a fraction of the theoretical maximum amount of product (1.0 means a 100% yield; for example, 0.34 means a 34% yield). (1) The yield is 0.520. The product is [CH3:27][C:25]1[CH:24]=[C:23]([O:28][CH2:1][C:2]([CH3:19])([CH3:7])[C:3]([O:5][CH3:6])=[O:4])[CH:22]=[CH:21][C:26]=1[CH3:29]. The catalyst is O. The reactants are [CH3:1][C:2]([CH3:19])([CH2:7]OS(C1C=CC(C)=CC=1)(=O)=O)[C:3]([O:5][CH3:6])=[O:4].C[C:21]1[CH:22]=[C:23]([OH:28])[CH:24]=[C:25]([CH3:27])[CH:26]=1.[C:29](=O)([O-])[O-].[K+].[K+].CC(N(C)C)=O. (2) The reactants are [CH3:1][O:2][C:3]1[CH:4]=[C:5]2[C:10](=[CH:11][C:12]=1[O:13][CH2:14][CH2:15][O:16][CH3:17])[N:9]=[CH:8][N:7]=[C:6]2[O:18][C:19]1[CH:20]=[C:21]([CH:23]=[CH:24][CH:25]=1)[NH2:22].[CH3:26][O:27][CH2:28][CH2:29][O:30][C:31]1[CH:32]=[C:33]([NH:41][C:42](=O)[O:43]C2C=CC=CC=2)[CH:34]=[C:35]([C:37]([F:40])([F:39])[F:38])[CH:36]=1. The catalyst is CO.C(Cl)Cl. The product is [CH3:1][O:2][C:3]1[CH:4]=[C:5]2[C:10](=[CH:11][C:12]=1[O:13][CH2:14][CH2:15][O:16][CH3:17])[N:9]=[CH:8][N:7]=[C:6]2[O:18][C:19]1[CH:20]=[C:21]([NH:22][C:42]([NH:41][C:33]2[CH:34]=[C:35]([C:37]([F:39])([F:40])[F:38])[CH:36]=[C:31]([O:30][CH2:29][CH2:28][O:27][CH3:26])[CH:32]=2)=[O:43])[CH:23]=[CH:24][CH:25]=1. The yield is 0.760. (3) The reactants are [N:1]1[CH:6]=[CH:5][CH:4]=[CH:3][C:2]=1[C:7]1[C:11]([C:12]([F:15])([F:14])[F:13])=[C:10]([C:16]([O:18]CC)=[O:17])[O:9][N:8]=1.O.[OH-].[Li+].Cl. The catalyst is CO.O. The product is [N:1]1[CH:6]=[CH:5][CH:4]=[CH:3][C:2]=1[C:7]1[C:11]([C:12]([F:14])([F:15])[F:13])=[C:10]([C:16]([OH:18])=[O:17])[O:9][N:8]=1. The yield is 0.990. (4) The reactants are [CH:1]1([C:6]([C:12]2[CH:17]=[CH:16][CH:15]=[CH:14][CH:13]=2)([OH:11])[C:7]([O:9][CH3:10])=[O:8])[CH2:5][CH2:4][CH2:3][CH2:2]1.[CH3:18][N:19]1[CH2:23]C[CH:21](O)[CH2:20]1.CCOC(C)=O.CCO. The catalyst is CCCCCCC. The product is [CH:1]1([C:6]([C:12]2[CH:17]=[CH:16][CH:15]=[CH:14][CH:13]=2)([OH:11])[C:7]([O:9][CH:10]2[CH2:21][CH2:20][N:19]([CH3:23])[CH2:18]2)=[O:8])[CH2:5][CH2:4][CH2:3][CH2:2]1. The yield is 0.720. (5) The reactants are O=C1C2C(=CC=CC=2)C(=O)[N:3]1[C:12]1[N:13]=[N:14][N:15]([CH2:17][CH2:18][CH2:19][CH2:20][N:21]2[CH:25]=[C:24]([C:26]([NH:28][CH2:29][C:30]3[CH:35]=[CH:34][CH:33]=[CH:32][N:31]=3)=[O:27])[N:23]=[N:22]2)[CH:16]=1.O.NN. The catalyst is CO. The product is [NH2:3][C:12]1[N:13]=[N:14][N:15]([CH2:17][CH2:18][CH2:19][CH2:20][N:21]2[CH:25]=[C:24]([C:26]([NH:28][CH2:29][C:30]3[CH:35]=[CH:34][CH:33]=[CH:32][N:31]=3)=[O:27])[N:23]=[N:22]2)[CH:16]=1. The yield is 0.620. (6) The reactants are [C:1]([O:5][C:6](=[O:25])[CH2:7][CH:8]([NH:13][C:14](=[O:24])[C@@H:15]([N:17]1[CH:22]=[CH:21][CH:20]=[CH:19][C:18]1=[O:23])[CH3:16])[CH:9]([OH:12])[CH2:10][F:11])([CH3:4])([CH3:3])[CH3:2].CC(OI1(OC(C)=O)(OC(C)=O)OC(=O)C2C1=CC=CC=2)=O.C(=O)([O-])O.[Na+].S([O-])([O-])(=O)=S.[Na+].[Na+]. The catalyst is C(Cl)Cl.C(OCC)(=O)C. The product is [C:1]([O:5][C:6](=[O:25])[CH2:7][CH:8]([NH:13][C:14](=[O:24])[C@@H:15]([N:17]1[CH:22]=[CH:21][CH:20]=[CH:19][C:18]1=[O:23])[CH3:16])[C:9](=[O:12])[CH2:10][F:11])([CH3:2])([CH3:3])[CH3:4]. The yield is 0.930. (7) The reactants are [CH3:1][O:2][CH:3]1[CH2:8][CH2:7][N:6]([C:9]([N:11]2[CH2:17][C:16]3[CH:18]=[CH:19][C:20]([C:22](OC)=[O:23])=[CH:21][C:15]=3[O:14][CH2:13][C@@H:12]2[CH3:26])=[O:10])[CH2:5][CH2:4]1.[NH2:27][OH:28].[OH-].[Na+]. No catalyst specified. The product is [OH:28][NH:27][C:22]([C:20]1[CH:19]=[CH:18][C:16]2[CH2:17][N:11]([C:9]([N:6]3[CH2:5][CH2:4][CH:3]([O:2][CH3:1])[CH2:8][CH2:7]3)=[O:10])[C@@H:12]([CH3:26])[CH2:13][O:14][C:15]=2[CH:21]=1)=[O:23]. The yield is 0.200. (8) The reactants are Br[C:2]1[C:11]2[C:6](=[CH:7][CH:8]=[CH:9][CH:10]=2)[C:5]([Br:12])=[CH:4][CH:3]=1.[CH:13]([C:15]1[CH:20]=[CH:19][CH:18]=[CH:17][C:16]=1B(O)O)=[O:14].COC.C(=O)([O-])[O-].[Na+].[Na+]. No catalyst specified. The product is [Br:12][C:5]1[C:6]2[C:11](=[CH:10][CH:9]=[CH:8][CH:7]=2)[C:2]([C:16]2[CH:17]=[CH:18][CH:19]=[CH:20][C:15]=2[CH:13]=[O:14])=[CH:3][CH:4]=1. The yield is 0.670. (9) The reactants are C(OC(O[C:12]([CH3:15])([CH3:14])[CH3:13])=O)(O[C:12]([CH3:15])([CH3:14])[CH3:13])=O.[C:16](=[O:19])([O-])[OH:17].[Na+].[CH2:21]1[NH:25][CH2:24][CH:23]2[C:26]3[CH:27]=[CH:28][CH:29]=[CH:30][C:31]=3[CH2:32][CH:22]12. The catalyst is O.C1COCC1.O. The product is [C:12]([NH:25][C:16](=[O:19])[O-:17])([CH3:13])([CH3:14])[CH3:15].[CH2:21]1[NH:25][CH2:24][CH:23]2[C:26]3[CH:27]=[CH:28][CH:29]=[CH:30][C:31]=3[CH2:32][CH:22]12. The yield is 0.0500.